From a dataset of Full USPTO retrosynthesis dataset with 1.9M reactions from patents (1976-2016). Predict the reactants needed to synthesize the given product. The reactants are: [C:1]([O:5][C:6]([N:8]1[CH2:13][CH2:12][N:11]([C:14]2[CH:22]=[CH:21][CH:20]=[C:19]3[C:15]=2[C:16](=[O:32])[C:17](=[O:31])[N:18]3[CH2:23][C:24]2[CH:29]=[CH:28][CH:27]=[C:26]([F:30])[CH:25]=2)[CH2:10][CH2:9]1)=[O:7])([CH3:4])([CH3:3])[CH3:2].[CH3:33][Li]. Given the product [C:1]([O:5][C:6]([N:8]1[CH2:13][CH2:12][N:11]([C:14]2[CH:22]=[CH:21][CH:20]=[C:19]3[C:15]=2[C:16]([OH:32])([CH3:33])[C:17](=[O:31])[N:18]3[CH2:23][C:24]2[CH:29]=[CH:28][CH:27]=[C:26]([F:30])[CH:25]=2)[CH2:10][CH2:9]1)=[O:7])([CH3:4])([CH3:2])[CH3:3], predict the reactants needed to synthesize it.